From a dataset of NCI-60 drug combinations with 297,098 pairs across 59 cell lines. Regression. Given two drug SMILES strings and cell line genomic features, predict the synergy score measuring deviation from expected non-interaction effect. (1) Drug 1: CN1C(=O)N2C=NC(=C2N=N1)C(=O)N. Drug 2: CC1=C(C=C(C=C1)NC(=O)C2=CC=C(C=C2)CN3CCN(CC3)C)NC4=NC=CC(=N4)C5=CN=CC=C5. Cell line: HOP-92. Synergy scores: CSS=-2.46, Synergy_ZIP=4.01, Synergy_Bliss=5.07, Synergy_Loewe=-1.21, Synergy_HSA=-1.28. (2) Drug 1: C1=CC(=CC=C1CCCC(=O)O)N(CCCl)CCCl. Drug 2: CC1=C(C=C(C=C1)NC(=O)C2=CC=C(C=C2)CN3CCN(CC3)C)NC4=NC=CC(=N4)C5=CN=CC=C5. Cell line: HS 578T. Synergy scores: CSS=2.70, Synergy_ZIP=-6.36, Synergy_Bliss=-15.3, Synergy_Loewe=-15.1, Synergy_HSA=-14.3. (3) Drug 1: CC1CCC2CC(C(=CC=CC=CC(CC(C(=O)C(C(C(=CC(C(=O)CC(OC(=O)C3CCCCN3C(=O)C(=O)C1(O2)O)C(C)CC4CCC(C(C4)OC)OCCO)C)C)O)OC)C)C)C)OC. Drug 2: CNC(=O)C1=NC=CC(=C1)OC2=CC=C(C=C2)NC(=O)NC3=CC(=C(C=C3)Cl)C(F)(F)F. Cell line: SK-MEL-28. Synergy scores: CSS=6.63, Synergy_ZIP=-2.31, Synergy_Bliss=-1.94, Synergy_Loewe=-4.39, Synergy_HSA=-1.11. (4) Drug 1: C1CCC(C1)C(CC#N)N2C=C(C=N2)C3=C4C=CNC4=NC=N3. Drug 2: CC1C(C(=O)NC(C(=O)N2CCCC2C(=O)N(CC(=O)N(C(C(=O)O1)C(C)C)C)C)C(C)C)NC(=O)C3=C4C(=C(C=C3)C)OC5=C(C(=O)C(=C(C5=N4)C(=O)NC6C(OC(=O)C(N(C(=O)CN(C(=O)C7CCCN7C(=O)C(NC6=O)C(C)C)C)C)C(C)C)C)N)C. Cell line: K-562. Synergy scores: CSS=29.1, Synergy_ZIP=25.2, Synergy_Bliss=30.9, Synergy_Loewe=28.1, Synergy_HSA=28.1. (5) Drug 1: CC1OCC2C(O1)C(C(C(O2)OC3C4COC(=O)C4C(C5=CC6=C(C=C35)OCO6)C7=CC(=C(C(=C7)OC)O)OC)O)O. Drug 2: CS(=O)(=O)OCCCCOS(=O)(=O)C. Cell line: DU-145. Synergy scores: CSS=25.1, Synergy_ZIP=-0.526, Synergy_Bliss=0.338, Synergy_Loewe=-28.8, Synergy_HSA=0.420. (6) Drug 1: C1C(C(OC1N2C=C(C(=O)NC2=O)F)CO)O. Drug 2: CC1=C(C(CCC1)(C)C)C=CC(=CC=CC(=CC(=O)O)C)C. Cell line: NCI-H226. Synergy scores: CSS=7.01, Synergy_ZIP=-4.82, Synergy_Bliss=-1.80, Synergy_Loewe=0.369, Synergy_HSA=0.984.